This data is from Forward reaction prediction with 1.9M reactions from USPTO patents (1976-2016). The task is: Predict the product of the given reaction. (1) Given the reactants Cl[C:2]1[N:7]=[CH:6][C:5]([C:8]2[C:16]3[C:11](=[CH:12][C:13]([F:17])=[CH:14][CH:15]=3)[N:10](S(C3C=CC=CC=3)(=O)=O)[CH:9]=2)=[CH:4][CH:3]=1.[CH3:27][S:28]([N:31]1[CH2:36][CH2:35][CH:34]([NH2:37])[CH2:33][CH2:32]1)(=[O:30])=[O:29], predict the reaction product. The product is: [F:17][C:13]1[CH:12]=[C:11]2[C:16]([C:8]([C:5]3[CH:4]=[CH:3][C:2]([NH:37][CH:34]4[CH2:35][CH2:36][N:31]([S:28]([CH3:27])(=[O:30])=[O:29])[CH2:32][CH2:33]4)=[N:7][CH:6]=3)=[CH:9][NH:10]2)=[CH:15][CH:14]=1. (2) Given the reactants O1[CH2:5][CH2:4][CH2:3][CH2:2]1.[F-].C([N+:11]([CH2:20][CH2:21][CH2:22][CH3:23])([CH2:16][CH2:17][CH2:18][CH3:19])CCCC)CCC, predict the reaction product. The product is: [CH:2]1[C:16]2[NH:11][C:20]3[C:18](=[CH:19][CH:23]=[CH:22][CH:21]=3)[C:17]=2[CH:5]=[CH:4][CH:3]=1. (3) Given the reactants C(S([N:7]=[CH:8][CH2:9][CH2:10][C:11]([O:13]C)=O)=O)(C)(C)C.[CH2:15]([O:17][C:18]1[CH:23]=[CH:22][CH:21]=[CH:20][C:19]=1I)[CH3:16].NC(C1C(OC)=CC=CC=1OC)CCC(OC)=O.COC1C=CC=C(OC)C=1C1NC(=O)CC1, predict the reaction product. The product is: [CH2:15]([O:17][C:18]1[CH:23]=[CH:22][CH:21]=[CH:20][C:19]=1[CH:8]1[NH:7][C:11](=[O:13])[CH2:10][CH2:9]1)[CH3:16]. (4) The product is: [Cl:13][C:14]1[CH:19]=[C:18]([Cl:20])[CH:17]=[C:16]([CH3:21])[C:15]=1[S:22]([NH:1][C:2]1[S:3][C:4]([C:8]([O:10][CH2:11][CH3:12])=[O:9])=[C:5]([CH3:7])[N:6]=1)(=[O:24])=[O:23]. Given the reactants [NH2:1][C:2]1[S:3][C:4]([C:8]([O:10][CH2:11][CH3:12])=[O:9])=[C:5]([CH3:7])[N:6]=1.[Cl:13][C:14]1[CH:19]=[C:18]([Cl:20])[CH:17]=[C:16]([CH3:21])[C:15]=1[S:22](Cl)(=[O:24])=[O:23], predict the reaction product. (5) Given the reactants [CH3:1][CH2:2][CH2:3][CH2:4][CH2:5][CH3:6].[OH-].[K+].[CH3:9][N:10]([CH3:16])[CH2:11][CH:12]([OH:15])[CH2:13]O.CS([O:21][CH2:22][CH2:23][CH2:24][CH2:25][CH2:26][CH2:27][CH2:28][CH2:29]/[CH:30]=[CH:31]\[CH2:32]/[CH:33]=[CH:34]\[CH2:35][CH2:36][CH2:37][CH2:38][CH3:39])(=O)=O, predict the reaction product. The product is: [CH2:22]([O:21][CH:11]([N:10]([CH3:16])[CH3:9])[CH:12]([O:15][CH2:1][CH2:2][CH2:3][CH2:4][CH2:5][CH2:6][CH2:22][CH2:23]/[CH:24]=[CH:25]\[CH2:26]/[CH:27]=[CH:28]\[CH2:29][CH2:30][CH2:31][CH2:32][CH3:33])[CH3:13])[CH2:23][CH2:24][CH2:25][CH2:26][CH2:27][CH2:28][CH2:29]/[CH:30]=[CH:31]\[CH2:32]/[CH:33]=[CH:34]\[CH2:35][CH2:36][CH2:37][CH2:38][CH3:39]. (6) Given the reactants [Cl:1]C(OC(Cl)C)=O.C([N:21]1[CH2:24][C:23]2([CH2:29][N:28]([C:30]([C:32]3[S:33][C:34]([CH3:37])=[CH:35][CH:36]=3)=[O:31])[CH2:27][CH2:26][O:25]2)[CH2:22]1)(C1C=CC=CC=1)C1C=CC=CC=1, predict the reaction product. The product is: [ClH:1].[CH3:37][C:34]1[S:33][C:32]([C:30]([N:28]2[CH2:29][C:23]3([CH2:22][NH:21][CH2:24]3)[O:25][CH2:26][CH2:27]2)=[O:31])=[CH:36][CH:35]=1.